From a dataset of Catalyst prediction with 721,799 reactions and 888 catalyst types from USPTO. Predict which catalyst facilitates the given reaction. Reactant: [OH:1][C:2]1[C:11]2[C:6](=[CH:7][CH:8]=[CH:9][CH:10]=2)[N:5]=[C:4]([C:12]([OH:14])=O)[CH:3]=1.Cl.[CH3:16][O:17][C:18](=[O:30])[C@@H:19]([NH2:29])[CH2:20][CH2:21][C:22]([O:24][C:25]([CH3:28])([CH3:27])[CH3:26])=[O:23].C1C=CC2N(O)N=NC=2C=1.C(Cl)CCl. Product: [CH3:16][O:17][C:18](=[O:30])[C@@H:19]([NH:29][C:12]([C:4]1[CH:3]=[C:2]([OH:1])[C:11]2[C:6](=[CH:7][CH:8]=[CH:9][CH:10]=2)[N:5]=1)=[O:14])[CH2:20][CH2:21][C:22]([O:24][C:25]([CH3:26])([CH3:27])[CH3:28])=[O:23]. The catalyst class is: 18.